This data is from CYP1A2 inhibition data for predicting drug metabolism from PubChem BioAssay. The task is: Regression/Classification. Given a drug SMILES string, predict its absorption, distribution, metabolism, or excretion properties. Task type varies by dataset: regression for continuous measurements (e.g., permeability, clearance, half-life) or binary classification for categorical outcomes (e.g., BBB penetration, CYP inhibition). Dataset: cyp1a2_veith. (1) The result is 0 (non-inhibitor). The molecule is CC(C)[C@@H](OCc1ccccc1)[C@H](C)/C=N\OC[C@@H](C)[C@H](OCc1ccccc1)C(C)C. (2) The molecule is O=C(O)C[C@H]1NCc2cc3ccccc3nc21. The result is 0 (non-inhibitor).